This data is from Full USPTO retrosynthesis dataset with 1.9M reactions from patents (1976-2016). The task is: Predict the reactants needed to synthesize the given product. (1) Given the product [CH:12]1([CH2:17][C:18]([O:4][C:2]([CH3:5])([CH3:3])[CH3:1])=[O:19])[CH2:16][CH2:15][CH2:14][CH2:13]1, predict the reactants needed to synthesize it. The reactants are: [CH3:1][C:2]([CH3:5])([O-:4])[CH3:3].[K+].C1COCC1.[CH:12]1([CH2:17][C:18](Cl)=[O:19])[CH2:16][CH2:15][CH2:14][CH2:13]1.[Cl-].[NH4+]. (2) Given the product [N+:17]([C:5]1[CH:6]=[C:7]2[C:2](=[N:3][CH:4]=1)[NH:12][CH:11]=[C:10]([C:13]#[N:14])[C:8]2=[O:9])([O-:19])=[O:18], predict the reactants needed to synthesize it. The reactants are: Cl[C:2]1[C:7]([C:8]([C:10](=[CH:13][N:14](C)C)[C:11]#[N:12])=[O:9])=[CH:6][C:5]([N+:17]([O-:19])=[O:18])=[CH:4][N:3]=1. (3) Given the product [CH3:36][C:35](=[CH2:34])[C:4]([C:5]1[CH:10]=[CH:9][CH:8]=[C:7]([NH:11][C:12]2[CH:17]=[C:16]([NH:18][C:19]3[CH:24]=[CH:23][C:22]([O:25][C:26]4[CH:31]=[CH:30][CH:29]=[CH:28][CH:27]=4)=[CH:21][CH:20]=3)[N:15]=[CH:14][N:13]=2)[CH:6]=1)=[O:32], predict the reactants needed to synthesize it. The reactants are: CON(C)[C:4](=[O:32])[C:5]1[CH:10]=[CH:9][CH:8]=[C:7]([NH:11][C:12]2[CH:17]=[C:16]([NH:18][C:19]3[CH:24]=[CH:23][C:22]([O:25][C:26]4[CH:31]=[CH:30][CH:29]=[CH:28][CH:27]=4)=[CH:21][CH:20]=3)[N:15]=[CH:14][N:13]=2)[CH:6]=1.[CH3:34][C:35](C)=[CH:36][Mg]Br. (4) Given the product [CH2:8]([S:6][C:4]1[N:3]=[N:2][NH:1][CH:5]=1)[C:9]1[CH:14]=[CH:13][CH:12]=[CH:11][CH:10]=1, predict the reactants needed to synthesize it. The reactants are: [NH:1]1[CH:5]=[C:4]([S-:6])[N:3]=[N:2]1.[Na+].[CH2:8](Br)[C:9]1[CH:14]=[CH:13][CH:12]=[CH:11][CH:10]=1. (5) Given the product [CH:5]12[N:8]([C:9]3[CH:14]=[C:13]([CH2:15][N:16]([CH3:18])[CH3:17])[N:12]=[C:11]([C:19]4[CH:20]=[CH:21][C:22]([NH:25][C:26]([NH:28][CH2:29][CH3:30])=[O:27])=[CH:23][CH:24]=4)[N:10]=3)[CH:1]([CH2:7][CH2:6]1)[CH2:2][O:3][CH2:4]2, predict the reactants needed to synthesize it. The reactants are: [CH:1]12[N:8]([C:9]3[CH:14]=[C:13]([CH2:15][N:16]([CH3:18])[CH3:17])[N:12]=[C:11]([C:19]4[CH:24]=[CH:23][C:22]([NH:25][C:26]([NH:28][CH3:29])=[O:27])=[CH:21][CH:20]=4)[N:10]=3)[CH:5]([CH2:6][CH2:7]1)[CH2:4][O:3][CH2:2]2.[CH3:30]N=C=O. (6) Given the product [CH3:1][C:2]1[N:7]=[C:6]2[S:8][C:9]3[CH2:14][CH2:13][CH2:12][CH2:11][C:10]=3[C:5]2=[C:4]([C:15]2[CH:20]=[CH:19][C:18]([Cl:21])=[C:17]([Cl:22])[CH:16]=2)[C:3]=1[CH:23]([CH2:28][CH2:29][CH3:30])[C:24]([OH:26])=[O:25], predict the reactants needed to synthesize it. The reactants are: [CH3:1][C:2]1[N:7]=[C:6]2[S:8][C:9]3[CH2:14][CH2:13][CH2:12][CH2:11][C:10]=3[C:5]2=[C:4]([C:15]2[CH:20]=[CH:19][C:18]([Cl:21])=[C:17]([Cl:22])[CH:16]=2)[C:3]=1[CH:23]([CH2:28][CH2:29][CH3:30])[C:24]([O:26]C)=[O:25].[OH-].[Na+]. (7) Given the product [ClH:42].[CH3:1][O:2][C:3]1[CH:4]=[C:5]([S:11]([C:14]2[S:18][C:17]([CH2:19][NH:20][CH3:21])=[N:16][C:15]=2[C:29]2[C:30]([F:35])=[N:31][CH:32]=[CH:33][CH:34]=2)(=[O:13])=[O:12])[CH:6]=[CH:7][C:8]=1[O:9][CH3:10], predict the reactants needed to synthesize it. The reactants are: [CH3:1][O:2][C:3]1[CH:4]=[C:5]([S:11]([C:14]2[S:18][C:17]([CH2:19][N:20](C)[C:21](=O)OC(C)(C)C)=[N:16][C:15]=2[C:29]2[C:30]([F:35])=[N:31][CH:32]=[CH:33][CH:34]=2)(=[O:13])=[O:12])[CH:6]=[CH:7][C:8]=1[O:9][CH3:10].C(OCC)(=O)C.[ClH:42]. (8) Given the product [ClH:1].[NH2:30][CH:16]1[CH2:17][CH:18]([C:20]2[CH:25]=[CH:24][C:23]([C:26]([F:28])([F:29])[F:27])=[CH:22][CH:21]=2)[CH2:19][N:14]([C:12]([N:9]2[CH2:8][CH2:7][C:6]3([O:2][CH2:3][CH2:4][O:5]3)[CH2:11][CH2:10]2)=[O:13])[CH2:15]1, predict the reactants needed to synthesize it. The reactants are: [ClH:1].[O:2]1[C:6]2([CH2:11][CH2:10][N:9]([C:12]([N:14]3[CH2:19][CH:18]([C:20]4[CH:25]=[CH:24][C:23]([C:26]([F:29])([F:28])[F:27])=[CH:22][CH:21]=4)[CH2:17][CH:16]([NH:30]C(=O)OC(C)(C)C)[CH2:15]3)=[O:13])[CH2:8][CH2:7]2)[O:5][CH2:4][CH2:3]1. (9) The reactants are: [CH3:1][NH:2][CH2:3][CH2:4][C:5]1[CH:18]=[CH:17][C:8]([O:9][C:10]2[CH:15]=[CH:14][C:13]([OH:16])=[CH:12][CH:11]=2)=[CH:7][CH:6]=1.[CH:19](=O)[C:20]1[CH:25]=[CH:24][CH:23]=[CH:22][CH:21]=1.C(O[BH-](OC(=O)C)OC(=O)C)(=O)C.[Na+]. Given the product [CH2:19]([N:2]([CH3:1])[CH2:3][CH2:4][C:5]1[CH:6]=[CH:7][C:8]([O:9][C:10]2[CH:15]=[CH:14][C:13]([OH:16])=[CH:12][CH:11]=2)=[CH:17][CH:18]=1)[C:20]1[CH:25]=[CH:24][CH:23]=[CH:22][CH:21]=1, predict the reactants needed to synthesize it. (10) Given the product [Cl:1][C:2]1[CH:7]=[CH:6][C:5]([F:8])=[CH:4][C:3]=1[N:9]1[CH2:13][CH:12]2[CH2:14][N:15]([C:17]3[S:21][C:20]([C:22]4[N:23]=[N:24][N:25]([CH2:27][C:28]([OH:30])=[O:29])[N:26]=4)=[N:19][N:18]=3)[CH2:16][CH:11]2[CH2:10]1, predict the reactants needed to synthesize it. The reactants are: [Cl:1][C:2]1[CH:7]=[CH:6][C:5]([F:8])=[CH:4][C:3]=1[N:9]1[CH2:13][CH:12]2[CH2:14][N:15]([C:17]3[S:21][C:20]([C:22]4[N:23]=[N:24][N:25]([CH2:27][C:28]([O:30]CC)=[O:29])[N:26]=4)=[N:19][N:18]=3)[CH2:16][CH:11]2[CH2:10]1.C1COCC1.[Li+].[OH-].